Dataset: Peptide-MHC class I binding affinity with 185,985 pairs from IEDB/IMGT. Task: Regression. Given a peptide amino acid sequence and an MHC pseudo amino acid sequence, predict their binding affinity value. This is MHC class I binding data. (1) The peptide sequence is YTASVVAAY. The MHC is SLA-10401 with pseudo-sequence SLA-10401. The binding affinity (normalized) is 0.504. (2) The binding affinity (normalized) is 0. The peptide sequence is ITKGLGISYGR. The MHC is HLA-B40:02 with pseudo-sequence HLA-B40:02. (3) The peptide sequence is HMNKLPLAK. The MHC is HLA-A02:19 with pseudo-sequence HLA-A02:19. The binding affinity (normalized) is 0.0847. (4) The peptide sequence is AEQASQDVKNW. The MHC is HLA-A26:01 with pseudo-sequence HLA-A26:01. The binding affinity (normalized) is 0. (5) The peptide sequence is SFFMNRFYI. The MHC is HLA-A29:02 with pseudo-sequence HLA-A29:02. The binding affinity (normalized) is 0.510. (6) The MHC is HLA-C15:02 with pseudo-sequence HLA-C15:02. The binding affinity (normalized) is 0.0847. The peptide sequence is FTARIIIFS. (7) The peptide sequence is ETFNTPAMY. The MHC is HLA-A30:01 with pseudo-sequence HLA-A30:01. The binding affinity (normalized) is 0.0847. (8) The peptide sequence is QPWTPVSSF. The MHC is HLA-A02:01 with pseudo-sequence HLA-A02:01. The binding affinity (normalized) is 0.0847. (9) The peptide sequence is WPTVRERM. The MHC is HLA-B44:03 with pseudo-sequence HLA-B44:03. The binding affinity (normalized) is 0.0991. (10) The binding affinity (normalized) is 0.409. The peptide sequence is LTIACRVSL. The MHC is HLA-B15:03 with pseudo-sequence HLA-B15:03.